The task is: Regression. Given a peptide amino acid sequence and an MHC pseudo amino acid sequence, predict their binding affinity value. This is MHC class I binding data.. This data is from Peptide-MHC class I binding affinity with 185,985 pairs from IEDB/IMGT. (1) The peptide sequence is DEVEFLGHY. The MHC is HLA-A68:01 with pseudo-sequence HLA-A68:01. The binding affinity (normalized) is 0. (2) The peptide sequence is RKFPTAFEF. The MHC is Mamu-B52 with pseudo-sequence Mamu-B52. The binding affinity (normalized) is 0.607. (3) The peptide sequence is SWHHTSDDF. The MHC is HLA-B46:01 with pseudo-sequence HLA-B46:01. The binding affinity (normalized) is 0.0847. (4) The peptide sequence is LVVGVVCAAI. The MHC is Patr-B0101 with pseudo-sequence Patr-B0101. The binding affinity (normalized) is 0.258. (5) The peptide sequence is RVVRPWGSY. The MHC is HLA-A68:02 with pseudo-sequence HLA-A68:02. The binding affinity (normalized) is 0.0847.